This data is from Reaction yield outcomes from USPTO patents with 853,638 reactions. The task is: Predict the reaction yield, written as a fraction of the theoretical maximum amount of product (1.0 means a 100% yield; for example, 0.34 means a 34% yield). (1) The reactants are [CH2:1]([C:3]([C:13]1[C:21]2[C:16](=[C:17]([NH2:22])[CH:18]=[CH:19][CH:20]=2)[NH:15][CH:14]=1)([C:6]1[CH:11]=[CH:10][C:9]([F:12])=[CH:8][CH:7]=1)[CH2:4][CH3:5])[CH3:2].[CH:23]([S:26](Cl)(=[O:28])=[O:27])([CH3:25])[CH3:24].N1C=CC=CC=1.C(=O)(O)[O-].[Na+]. The catalyst is ClCCl.C(OCC)(=O)C. The product is [CH2:1]([C:3]([C:13]1[C:21]2[C:16](=[C:17]([NH:22][S:26]([CH:23]([CH3:25])[CH3:24])(=[O:28])=[O:27])[CH:18]=[CH:19][CH:20]=2)[NH:15][CH:14]=1)([C:6]1[CH:7]=[CH:8][C:9]([F:12])=[CH:10][CH:11]=1)[CH2:4][CH3:5])[CH3:2]. The yield is 0.400. (2) The reactants are C(O[C:4]([C:6]1[C:11](=[O:12])[N:10]([CH2:13][CH2:14][CH:15]([CH3:17])[CH3:16])[N:9]2[CH:18]=[CH:19][CH:20]=[C:8]2[C:7]=1[OH:21])=O)C.[NH2:22][C:23]1[CH:28]=[CH:27][CH:26]=[CH:25][C:24]=1[S:29]([NH2:32])(=[O:31])=[O:30]. The yield is 0.520. The catalyst is C(O)C. The product is [O:30]=[S:29]1(=[O:31])[C:24]2[CH:25]=[CH:26][CH:27]=[CH:28][C:23]=2[NH:22][C:4]([C:6]2[C:11](=[O:12])[N:10]([CH2:13][CH2:14][CH:15]([CH3:16])[CH3:17])[N:9]3[CH:18]=[CH:19][CH:20]=[C:8]3[C:7]=2[OH:21])=[N:32]1. (3) The product is [C:21]([C:18]1[CH:19]=[CH:20][C:15]([N:10]2[CH2:11][CH2:12][N:8]([C:3]3[CH:4]=[N:5][CH:6]=[CH:7][C:2]=3[CH3:1])[C:9]2=[O:13])=[CH:16][C:17]=1[F:24])(=[O:23])[CH3:22]. The catalyst is [Cu](I)I.O1CCOCC1. The reactants are [CH3:1][C:2]1[CH:7]=[CH:6][N:5]=[CH:4][C:3]=1[N:8]1[CH2:12][CH2:11][NH:10][C:9]1=[O:13].Br[C:15]1[CH:20]=[CH:19][C:18]([C:21](=[O:23])[CH3:22])=[C:17]([F:24])[CH:16]=1.N[C@@H]1CCCC[C@H]1N.P([O-])([O-])([O-])=O.[K+].[K+].[K+]. The yield is 0.882. (4) The reactants are [CH3:1][C:2]1([CH3:12])[O:6][C@@H:5]([CH2:7][C:8]([OH:10])=[O:9])[C:4](=[O:11])[O:3]1.C(N(C(C)C)C(C)C)C.CCN=C=NCCCN(C)C.Cl.C1C=CC2N(O)N=NC=2C=1.[C:44]1([O:54][CH3:55])[C:45](=[CH:47][CH:48]=[C:49]([CH:53]=1)[CH2:50][CH:51]=[CH2:52])O. The product is [CH2:50]([C:49]1[CH:48]=[CH:47][C:45]([O:9][C:8](=[O:10])[CH2:7][CH:5]2[C:4](=[O:11])[O:3][C:2]([CH3:12])([CH3:1])[O:6]2)=[C:44]([O:54][CH3:55])[CH:53]=1)[CH:51]=[CH2:52]. The catalyst is ClCCl.CN(C1C=CN=CC=1)C. The yield is 0.630. (5) The reactants are CN(C=O)C.C(Cl)(=O)C(Cl)=O.[OH:12][C:13]1[C:18](=[O:19])[CH:17]=[CH:16][N:15]([CH3:20])[C:14]=1[CH:21](O)[C:22]([F:25])([F:24])[F:23].CCN(CC)CC.[CH3:34][NH:35][CH2:36][C:37]#[CH:38]. The catalyst is C(#N)C. The product is [OH:12][C:13]1[C:18](=[O:19])[CH:17]=[CH:16][N:15]([CH3:20])[C:14]=1[CH:21]([N:35]([CH3:34])[CH2:36][C:37]#[CH:38])[C:22]([F:25])([F:24])[F:23]. The yield is 0.464. (6) The reactants are [BH4-].[Na+].[CH3:3][CH:4]([CH3:16])[C:5](=[O:15])[CH2:6][CH2:7][NH:8][C:9]1[CH:14]=[CH:13][CH:12]=[CH:11][CH:10]=1. The catalyst is CO. The product is [CH3:3][CH:4]([CH3:16])[CH:5]([OH:15])[CH2:6][CH2:7][NH:8][C:9]1[CH:14]=[CH:13][CH:12]=[CH:11][CH:10]=1. The yield is 0.230. (7) The reactants are [NH2:1][C@@H:2]1[C:11]2[C:6](=[CH:7][CH:8]=[CH:9][CH:10]=2)[C@H:5]([O:12][C:13]2[CH:14]=[CH:15][C:16]3[N:17]([C:19]([N:22](/C=C/C)/C=C/C)=[N:20][N:21]=3)[CH:18]=2)[CH2:4][CH2:3]1.ClC(Cl)(Cl)CO[C:33](=[O:51])[NH:34][C:35]1[N:36]([C:44]2[CH:49]=[CH:48][C:47]([CH3:50])=[CH:46][CH:45]=2)[N:37]=[C:38]([C:40]([CH3:43])([CH3:42])[CH3:41])[CH:39]=1.CCN(C(C)C)C(C)C. The catalyst is CN(C=O)C.CO. The product is [NH2:22][C:19]1[N:17]2[CH:18]=[C:13]([O:12][C@H:5]3[C:6]4[C:11](=[CH:10][CH:9]=[CH:8][CH:7]=4)[C@@H:2]([NH:1][C:33]([NH:34][C:35]4[N:36]([C:44]5[CH:45]=[CH:46][C:47]([CH3:50])=[CH:48][CH:49]=5)[N:37]=[C:38]([C:40]([CH3:42])([CH3:41])[CH3:43])[CH:39]=4)=[O:51])[CH2:3][CH2:4]3)[CH:14]=[CH:15][C:16]2=[N:21][N:20]=1. The yield is 0.390. (8) The reactants are [CH2:1]([O:8][C:9](=[O:24])[CH2:10][CH2:11][C@@H:12]([C:21]([OH:23])=O)[NH:13][C:14]([O:16][C:17]([CH3:20])([CH3:19])[CH3:18])=[O:15])[C:2]1[CH:7]=[CH:6][CH:5]=[CH:4][CH:3]=1.[CH2:25]1[CH2:30][CH2:29][CH:28]([N:31]=C=[N:31][CH:28]2[CH2:29][CH2:30][CH2:25][CH2:26][CH2:27]2)[CH2:27][CH2:26]1.NC1C=CC=CC=1. The catalyst is C(Cl)Cl. The product is [C:17]([O:16][C:14]([NH:13][CH:12]([C:21](=[O:23])[NH:31][C:28]1[CH:29]=[CH:30][CH:25]=[CH:26][CH:27]=1)[CH2:11][CH2:10][C:9]([O:8][CH2:1][C:2]1[CH:3]=[CH:4][CH:5]=[CH:6][CH:7]=1)=[O:24])=[O:15])([CH3:18])([CH3:19])[CH3:20]. The yield is 0.940. (9) The reactants are [CH3:1][O:2][C:3]1[C:8]([O:9][CH3:10])=[CH:7][C:6]([CH:11]([C:13]2[C:14]([O:21][CH3:22])=[N:15][C:16]([O:19][CH3:20])=[N:17][CH:18]=2)[OH:12])=[C:5]([CH:23]([CH3:31])[CH2:24][C:25]2[CH:30]=[CH:29][CH:28]=[CH:27][CH:26]=2)[CH:4]=1. The catalyst is C1(C)C=CC=CC=1.O=[Mn]=O. The product is [CH3:1][O:2][C:3]1[C:8]([O:9][CH3:10])=[CH:7][C:6]([C:11]([C:13]2[C:14]([O:21][CH3:22])=[N:15][C:16]([O:19][CH3:20])=[N:17][CH:18]=2)=[O:12])=[C:5]([CH:23]([CH3:31])[CH2:24][C:25]2[CH:26]=[CH:27][CH:28]=[CH:29][CH:30]=2)[CH:4]=1. The yield is 0.620.